From a dataset of Full USPTO retrosynthesis dataset with 1.9M reactions from patents (1976-2016). Predict the reactants needed to synthesize the given product. (1) The reactants are: Br[C:2]1[C:3]([C:16]2[CH:21]=[CH:20][CH:19]=[CH:18][CH:17]=2)=[N:4][C:5]2[C:10]([N:11]=1)=[CH:9][C:8]([C:12]([O:14]C)=[O:13])=[CH:7][CH:6]=2.[CH2:22]([C:24]1[CH:29]=[CH:28][C:27](B(O)O)=[CH:26][CH:25]=1)[CH3:23]. Given the product [CH2:22]([C:24]1[CH:29]=[CH:28][C:27]([C:2]2[C:3]([C:16]3[CH:21]=[CH:20][CH:19]=[CH:18][CH:17]=3)=[N:4][C:5]3[C:10]([N:11]=2)=[CH:9][C:8]([C:12]([OH:14])=[O:13])=[CH:7][CH:6]=3)=[CH:26][CH:25]=1)[CH3:23], predict the reactants needed to synthesize it. (2) Given the product [Br:1][C:2]1[CH:9]=[CH:8][C:7]([O:10][CH3:11])=[CH:6][C:3]=1[CH:4]1[O:14][CH2:12][CH2:13][O:5]1, predict the reactants needed to synthesize it. The reactants are: [Br:1][C:2]1[CH:9]=[CH:8][C:7]([O:10][CH3:11])=[CH:6][C:3]=1[CH:4]=[O:5].[CH:12](O)([OH:14])[CH3:13].